This data is from Retrosynthesis with 50K atom-mapped reactions and 10 reaction types from USPTO. The task is: Predict the reactants needed to synthesize the given product. (1) Given the product N=C(N)N1CCC(CCC(=O)Oc2ccc(-c3ccccc3)cc2)CC1, predict the reactants needed to synthesize it. The reactants are: N=C(N)N1CCC(CCC(=O)O)CC1.Oc1ccc(-c2ccccc2)cc1. (2) The reactants are: COc1ccc2ncc(=O)n(CCC3(O)CCC4(CC3)OCCO4)c2c1. Given the product COc1ccc2ncc(=O)n(CCC3(O)CCC(=O)CC3)c2c1, predict the reactants needed to synthesize it. (3) Given the product CC1(C)OB(c2ccc(-c3c(F)cc4c(nc(O[C@@H]5CO[C@@H]6CO[Si](C(C)(C)C)(C(C)(C)C)O[C@H]65)n4COCC[Si](C)(C)C)c3F)cc2)OC1(C)C, predict the reactants needed to synthesize it. The reactants are: CC(C)(C)[Si]1(C(C)(C)C)OC[C@H]2OC[C@@H](Oc3nc4c(F)c(I)c(F)cc4n3COCC[Si](C)(C)C)[C@@H]2O1.CC1(C)OB(c2ccc(B3OC(C)(C)C(C)(C)O3)cc2)OC1(C)C. (4) Given the product COc1ccc(Cl)c(Oc2c(CNCCO)ncnc2NS(=O)(=O)c2ccc(C(C)(C)C)cc2)c1, predict the reactants needed to synthesize it. The reactants are: COc1ccc(Cl)c(Oc2c(CCl)ncnc2NS(=O)(=O)c2ccc(C(C)(C)C)cc2)c1.NCCO. (5) Given the product C#Cc1ccnc2ccc(OC)nc12, predict the reactants needed to synthesize it. The reactants are: COc1ccc2nccc(C#C[Si](C)(C)C)c2n1. (6) Given the product CC(=NNc1ccccn1)c1ccccn1, predict the reactants needed to synthesize it. The reactants are: CC(=O)c1ccccn1.NNc1ccccn1. (7) Given the product N#Cc1ccccc1NC1CCC1, predict the reactants needed to synthesize it. The reactants are: N#Cc1ccccc1F.NC1CCC1. (8) Given the product Nc1ccc(N2CCC(C(c3ccccn3)c3ccccn3)CC2)c(F)c1, predict the reactants needed to synthesize it. The reactants are: O=[N+]([O-])c1ccc(N2CCC(C(c3ccccn3)c3ccccn3)CC2)c(F)c1.